Dataset: Reaction yield outcomes from USPTO patents with 853,638 reactions. Task: Predict the reaction yield, written as a fraction of the theoretical maximum amount of product (1.0 means a 100% yield; for example, 0.34 means a 34% yield). (1) The reactants are [C:1]([O:5][C:6]([N:8]1[CH2:15][CH2:14][CH2:13][C@H:9]1[C:10]([OH:12])=[O:11])=[O:7])([CH3:4])([CH3:3])[CH3:2].O1CCC[CH2:17]1.C(=O)([O-])[O-].[K+].[K+].CI. No catalyst specified. The product is [N:8]1([C:6]([O:5][C:1]([CH3:4])([CH3:2])[CH3:3])=[O:7])[CH2:15][CH2:14][CH2:13][C@H:9]1[C:10]([O:12][CH3:17])=[O:11]. The yield is 0.970. (2) The reactants are N1C=CC=CC=1.[N:7]1[CH:12]=[CH:11][CH:10]=[C:9]([S:13](Cl)(=[O:15])=[O:14])[CH:8]=1.[CH3:17][CH:18]([NH2:20])[CH3:19]. The catalyst is O. The product is [CH:18]([NH:20][S:13]([C:9]1[CH:8]=[N:7][CH:12]=[CH:11][CH:10]=1)(=[O:15])=[O:14])([CH3:19])[CH3:17]. The yield is 0.670. (3) The reactants are F[C:2]1[CH:7]=[CH:6][C:5]([C:8]2[CH:9]=[N:10][C:11]([N:14]3[CH2:19][CH2:18][N:17]([S:20]([CH2:23][C@H:24]([CH:28]([CH3:30])[CH3:29])[C:25]([OH:27])=[O:26])(=[O:22])=[O:21])[CH2:16][CH2:15]3)=[N:12][CH:13]=2)=[CH:4][CH:3]=1.C([C@@H:38]1COC(=O)[N:39]1C([C@@H](C(C)C)CS(N1CCN(C2N=CC(C3C=CC(C#N)=CC=3)=CN=2)CC1)(=O)=O)=O)C1C=CC=CC=1. No catalyst specified. The product is [C:38]([C:2]1[CH:7]=[CH:6][C:5]([C:8]2[CH:13]=[N:12][C:11]([N:14]3[CH2:19][CH2:18][N:17]([S:20]([CH2:23][C@H:24]([CH:28]([CH3:29])[CH3:30])[C:25]([OH:27])=[O:26])(=[O:21])=[O:22])[CH2:16][CH2:15]3)=[N:10][CH:9]=2)=[CH:4][CH:3]=1)#[N:39]. The yield is 0.140. (4) The reactants are [CH3:1]C1N=C(N2CCN(C3C=CC=CC=3)C2=O)SC=1C(OCC)=O.[CH2:24]([C@@H:31]1[CH2:35][N:34]([C:36]2[S:37][C:38]([C:42]([O:44]CC)=[O:43])=[C:39](C)[N:40]=2)[C:33](=[O:47])[NH:32]1)[C:25]1[CH:30]=[CH:29][CH:28]=[CH:27][CH:26]=1. No catalyst specified. The product is [CH2:24]([C@@H:31]1[CH2:35][N:34]([C:36]2[SH:37]([CH3:1])[C:38]([C:42]([OH:44])=[O:43])=[CH:39][N:40]=2)[C:33](=[O:47])[NH:32]1)[C:25]1[CH:26]=[CH:27][CH:28]=[CH:29][CH:30]=1. The yield is 0.830. (5) The reactants are [F:1][C:2]([F:34])([F:33])[C:3]1[CH:4]=[C:5]([C@H:13]([N:15]([CH3:32])[C:16]([N:18]2[CH2:23][CH:22]3[C@@:20]([CH2:24][OH:25])([CH2:21]3)[C@@H:19]2[C:26]2[CH:31]=[CH:30][CH:29]=[CH:28][CH:27]=2)=[O:17])[CH3:14])[CH:6]=[C:7]([C:9]([F:12])([F:11])[F:10])[CH:8]=1.C(N(CC)CC)C.[CH3:42][S:43](Cl)(=[O:45])=[O:44]. The yield is 1.00. The product is [F:12][C:9]([F:10])([F:11])[C:7]1[CH:6]=[C:5]([C@H:13]([N:15]([CH3:32])[C:16]([N:18]2[CH2:23][CH:22]3[C@@:20]([CH2:24][O:25][S:43]([CH3:42])(=[O:45])=[O:44])([CH2:21]3)[C@@H:19]2[C:26]2[CH:27]=[CH:28][CH:29]=[CH:30][CH:31]=2)=[O:17])[CH3:14])[CH:4]=[C:3]([C:2]([F:1])([F:33])[F:34])[CH:8]=1. The catalyst is C(Cl)Cl.